From a dataset of Full USPTO retrosynthesis dataset with 1.9M reactions from patents (1976-2016). Predict the reactants needed to synthesize the given product. (1) Given the product [Br:19][C:20]1[CH:27]=[CH:26][CH:25]=[CH:24][C:21]=1/[CH:22]=[CH:11]/[C:12]([O:14][C:15]([CH3:16])([CH3:17])[CH3:18])=[O:13], predict the reactants needed to synthesize it. The reactants are: [H-].[Na+].C(OP([CH2:11][C:12]([O:14][C:15]([CH3:18])([CH3:17])[CH3:16])=[O:13])(OCC)=O)C.[Br:19][C:20]1[CH:27]=[CH:26][CH:25]=[CH:24][C:21]=1[CH:22]=O.O. (2) Given the product [S:9]1[C:8]([CH:21]([C:20]2[CH:23]=[C:16]([F:15])[CH:17]=[CH:18][C:19]=2[N+:24]([O-:26])=[O:25])[OH:22])=[CH:7][C:5]2[CH:6]=[CH:1][CH:2]=[CH:3][C:4]1=2, predict the reactants needed to synthesize it. The reactants are: [CH:1]1[CH:2]=[CH:3][C:4]2[S:9][CH:8]=[CH:7][C:5]=2[CH:6]=1.[Li]CCCC.[F:15][C:16]1[CH:17]=[CH:18][C:19]([N+:24]([O-:26])=[O:25])=[C:20]([CH:23]=1)[CH:21]=[O:22].CC(C)=O. (3) Given the product [CH3:1][N:2]([CH3:16])[C:3]1[N:8]=[CH:7][C:6]([CH:9]2[CH2:14][CH2:13][CH:12]([N:17]3[CH2:20][CH:19]([NH:21][C:22]([CH2:24][NH:25][C:26](=[O:37])[C:27]4[CH:32]=[CH:31][CH:30]=[C:29]([C:33]([F:36])([F:34])[F:35])[CH:28]=4)=[O:23])[CH2:18]3)[CH2:11][CH2:10]2)=[CH:5][N:4]=1, predict the reactants needed to synthesize it. The reactants are: [CH3:1][N:2]([CH3:16])[C:3]1[N:8]=[CH:7][C:6]([CH:9]2[CH2:14][CH2:13][C:12](=O)[CH2:11][CH2:10]2)=[CH:5][N:4]=1.[NH:17]1[CH2:20][CH:19]([NH:21][C:22]([CH2:24][NH:25][C:26](=[O:37])[C:27]2[CH:32]=[CH:31][CH:30]=[C:29]([C:33]([F:36])([F:35])[F:34])[CH:28]=2)=[O:23])[CH2:18]1. (4) Given the product [NH2:1][C:2]1[S:3][C:4]([C:17]2[CH:22]=[CH:21][CH:20]=[C:19]([F:23])[CH:18]=2)=[C:5]([C:7]([N:9]2[C@H:14]([CH2:15][NH:16][C:30]([C:29]3[C:25]([CH3:24])=[N:26][O:27][C:28]=3[C:33]([F:36])([F:34])[F:35])=[O:31])[CH2:13][C@H:12]3[C@@H:10]2[CH2:11]3)=[O:8])[N:6]=1, predict the reactants needed to synthesize it. The reactants are: [NH2:1][C:2]1[S:3][C:4]([C:17]2[CH:22]=[CH:21][CH:20]=[C:19]([F:23])[CH:18]=2)=[C:5]([C:7]([N:9]2[C@H:14]([CH2:15][NH2:16])[CH2:13][C@H:12]3[C@@H:10]2[CH2:11]3)=[O:8])[N:6]=1.[CH3:24][C:25]1[C:29]([C:30](O)=[O:31])=[C:28]([C:33]([F:36])([F:35])[F:34])[O:27][N:26]=1. (5) Given the product [C:1]([CH:3]([CH:12]([C:13]1[CH:18]=[CH:17][CH:16]=[CH:15][CH:14]=1)[CH2:11][C:10]([O:20][CH3:21])=[O:19])[C:4]([O:6][CH3:7])=[O:5])#[N:2], predict the reactants needed to synthesize it. The reactants are: [C:1]([CH2:3][C:4]([O:6][CH3:7])=[O:5])#[N:2].[H-].[Na+].[C:10]([O:20][CH3:21])(=[O:19])[CH:11]=[CH:12][C:13]1[CH:18]=[CH:17][CH:16]=[CH:15][CH:14]=1.Cl. (6) Given the product [Br:1][C:2]1[C:7]([Cl:8])=[CH:6][C:5]([C:9]2[C:18]3[C:13](=[CH:14][C:15]([S:19]([NH:42][C:37]4[N:38]=[CH:39][CH:40]=[CH:41][N:36]=4)(=[O:22])=[O:20])=[CH:16][CH:17]=3)[N:12]=[CH:11][N:10]=2)=[C:4]([O:34][CH3:35])[CH:3]=1, predict the reactants needed to synthesize it. The reactants are: [Br:1][C:2]1[C:7]([Cl:8])=[CH:6][C:5]([C:9]2[C:18]3[C:13](=[CH:14][C:15]([S:19]([O:22]C4C(F)=C(F)C(F)=C(F)C=4F)(=O)=[O:20])=[CH:16][CH:17]=3)[N:12]=[CH:11][N:10]=2)=[C:4]([O:34][CH3:35])[CH:3]=1.[N:36]1[CH:41]=[CH:40][CH:39]=[N:38][C:37]=1[NH2:42].C1COCC1.C[Si]([N-][Si](C)(C)C)(C)C.[Li+]. (7) Given the product [Cl:1][C:2]1[C:11]2[C:6](=[CH:7][C:8]([F:13])=[CH:9][C:10]=2[F:12])[N:5]=[C:4]([N:14]([C:15]2[CH:20]=[CH:19][CH:18]=[CH:17][N:16]=2)[C:34](=[O:35])[O:33][C:29]([CH3:32])([CH3:31])[CH3:30])[C:3]=1[CH3:21], predict the reactants needed to synthesize it. The reactants are: [Cl:1][C:2]1[C:11]2[C:6](=[CH:7][C:8]([F:13])=[CH:9][C:10]=2[F:12])[N:5]=[C:4]([NH:14][C:15]2[CH:20]=[CH:19][CH:18]=[CH:17][N:16]=2)[C:3]=1[CH3:21].CCN(CC)CC.[C:29]([O:33][C:34](O[C:34]([O:33][C:29]([CH3:32])([CH3:31])[CH3:30])=[O:35])=[O:35])([CH3:32])([CH3:31])[CH3:30]. (8) Given the product [CH3:16][O:15][C:13]1[CH:12]=[C:11]([NH:17][CH2:18][C:19]2[C:20]([NH2:27])=[N:21][C:22]([S:25][CH3:26])=[N:23][CH:24]=2)[CH:10]=[C:9]([O:8][CH3:7])[CH:14]=1, predict the reactants needed to synthesize it. The reactants are: [H-].[Al+3].[Li+].[H-].[H-].[H-].[CH3:7][O:8][C:9]1[CH:10]=[C:11]([N:17]=[CH:18][C:19]2[C:20]([NH2:27])=[N:21][C:22]([S:25][CH3:26])=[N:23][CH:24]=2)[CH:12]=[C:13]([O:15][CH3:16])[CH:14]=1. (9) Given the product [CH3:8][O:7][C:5](=[O:6])[C:4]1[CH:9]=[CH:10][CH:11]=[C:2]([NH:19][C:18]2[CH:20]=[CH:21][C:15]([N+:12]([O-:14])=[O:13])=[CH:16][CH:17]=2)[CH:3]=1, predict the reactants needed to synthesize it. The reactants are: Br[C:2]1[CH:3]=[C:4]([CH:9]=[CH:10][CH:11]=1)[C:5]([O:7][CH3:8])=[O:6].[N+:12]([C:15]1[CH:21]=[CH:20][C:18]([NH2:19])=[CH:17][CH:16]=1)([O-:14])=[O:13]. (10) Given the product [NH2:18][C:15]1[CH:16]=[CH:17][C:12]([O:11][CH2:10][CH2:9][OH:8])=[N:13][CH:14]=1, predict the reactants needed to synthesize it. The reactants are: C([O:8][CH2:9][CH2:10][O:11][C:12]1[CH:17]=[CH:16][C:15]([N+:18]([O-])=O)=[CH:14][N:13]=1)C1C=CC=CC=1.